This data is from Full USPTO retrosynthesis dataset with 1.9M reactions from patents (1976-2016). The task is: Predict the reactants needed to synthesize the given product. (1) Given the product [C:1]([O:5][C:6]1[CH:11]=[CH:10][CH:9]=[CH:8][C:7]=1[NH2:12])([CH3:4])([CH3:2])[CH3:3], predict the reactants needed to synthesize it. The reactants are: [C:1]([O:5][C:6]1[CH:11]=[CH:10][CH:9]=[CH:8][C:7]=1[N+:12]([O-])=O)([CH3:4])([CH3:3])[CH3:2]. (2) Given the product [S:5]1[CH:4]=[CH:3][CH:2]=[C:1]1[C:6]1[CH:8]=[C:9]([NH2:10])[O:13][N:12]=1, predict the reactants needed to synthesize it. The reactants are: [C:1]1([C:6]([CH2:8][C:9]#[N:10])=O)[S:5][CH:4]=[CH:3][CH:2]=1.Cl.[NH2:12][OH:13].C([O-])(=O)C.[Na+]. (3) The reactants are: Cl[C:2]1[CH:7]=[CH:6][N:5]=[C:4]([NH:8][CH2:9][C:10]2[O:14][N:13]=[C:12]([CH3:15])[CH:11]=2)[N:3]=1.[O:16]1[CH:20]=[CH:19][CH:18]=[C:17]1[C:21]1[NH:25][N:24]=[C:23]([NH2:26])[CH:22]=1. Given the product [O:16]1[CH:20]=[CH:19][CH:18]=[C:17]1[C:21]1[NH:25][N:24]=[C:23]([NH:26][C:2]2[CH:7]=[CH:6][N:5]=[C:4]([NH:8][CH2:9][C:10]3[O:14][N:13]=[C:12]([CH3:15])[CH:11]=3)[N:3]=2)[CH:22]=1, predict the reactants needed to synthesize it. (4) Given the product [CH3:19][C:14]1([CH3:20])[C:15]([CH3:18])([CH3:17])[O:16][B:12]([C:2]2[CH:7]=[CH:6][C:5]([NH:8][CH2:9][CH2:10][OH:11])=[CH:4][CH:3]=2)[O:13]1, predict the reactants needed to synthesize it. The reactants are: I[C:2]1[CH:7]=[CH:6][C:5]([NH:8][CH2:9][CH2:10][OH:11])=[CH:4][CH:3]=1.[B:12]1([B:12]2[O:16][C:15]([CH3:18])([CH3:17])[C:14]([CH3:20])([CH3:19])[O:13]2)[O:16][C:15]([CH3:18])([CH3:17])[C:14]([CH3:20])([CH3:19])[O:13]1.C([O-])(=O)C.[K+]. (5) The reactants are: [O:1]=[C:2]1[C:7]([C:8]([OH:10])=[O:9])=[CH:6][C:5]2[CH:11]=[CH:12][CH:13]=[CH:14][C:4]=2[O:3]1.[N:15]1[CH:20]=[CH:19][CH:18]=[CH:17][CH:16]=1. Given the product [O:1]=[C:2]1[C:7]([C:8]([O:10][C:16]2[C:17]3[C:18](=[CH:14][CH:4]=[CH:5][CH:6]=3)[CH:19]=[CH:20][N:15]=2)=[O:9])=[CH:6][C:5]2[CH:11]=[CH:12][CH:13]=[CH:14][C:4]=2[O:3]1, predict the reactants needed to synthesize it. (6) The reactants are: [CH3:1][S:2]([NH:5][C:6]1[CH:22]=[CH:21][CH:20]=[CH:19][C:7]=1[C:8]([N:10]1[CH2:15][CH2:14][CH2:13][CH:12]([C:16](O)=[O:17])[CH2:11]1)=[O:9])(=[O:4])=[O:3].C(N(CC)CC)C.S(Cl)([Cl:32])=O. Given the product [CH3:1][S:2]([NH:5][C:6]1[CH:22]=[CH:21][CH:20]=[CH:19][C:7]=1[C:8]([N:10]1[CH2:15][CH2:14][CH2:13][CH:12]([C:16]([Cl:32])=[O:17])[CH2:11]1)=[O:9])(=[O:4])=[O:3], predict the reactants needed to synthesize it. (7) Given the product [ClH:1].[CH3:22][O:21][C:18]1[CH:19]=[C:20]2[C:15]([CH:14]=[CH:13][C:12](=[O:23])[N:11]2[CH2:10][CH2:9][N:6]2[CH2:5][CH2:4][CH:3]([NH:2][CH2:40][C:38]3[CH:37]=[CH:36][CH:35]=[C:34]([C:31]4[CH:32]=[CH:33][S:29][CH:30]=4)[N:39]=3)[CH2:8][CH2:7]2)=[N:16][CH:17]=1, predict the reactants needed to synthesize it. The reactants are: [ClH:1].[NH2:2][CH:3]1[CH2:8][CH2:7][N:6]([CH2:9][CH2:10][N:11]2[C:20]3[C:15](=[N:16][CH:17]=[C:18]([O:21][CH3:22])[CH:19]=3)[CH:14]=[CH:13][C:12]2=[O:23])[CH2:5][CH2:4]1.C[O-].[Na+].CO.[S:29]1[CH:33]=[CH:32][C:31]([C:34]2[N:39]=[C:38]([CH:40]=O)[CH:37]=[CH:36][CH:35]=2)=[CH:30]1.C([BH3-])#N.[Na+].C(=O)([O-])O.[Na+]. (8) Given the product [C:2]([C:5]1[CH:6]=[C:7]([C:16]2[N:17]=[C:18]([CH2:21][N:22]([CH3:23])[CH2:38][C:37]3[CH:40]=[CH:41][C:34]([N+:31]([O-:33])=[O:32])=[CH:35][CH:36]=3)[S:19][CH:20]=2)[CH:8]=[C:9]([C:12]([CH3:15])([CH3:14])[CH3:13])[C:10]=1[OH:11])([CH3:4])([CH3:3])[CH3:1], predict the reactants needed to synthesize it. The reactants are: [CH3:1][C:2]([C:5]1[CH:6]=[C:7]([C:16]2[N:17]=[C:18]([CH2:21][NH:22][CH3:23])[S:19][CH:20]=2)[CH:8]=[C:9]([C:12]([CH3:15])([CH3:14])[CH3:13])[C:10]=1[OH:11])([CH3:4])[CH3:3].CCN(CC)CC.[N+:31]([C:34]1[CH:41]=[CH:40][C:37]([CH2:38]Br)=[CH:36][CH:35]=1)([O-:33])=[O:32].O. (9) Given the product [CH3:16][NH:15][C:13]([C:8]1[CH:7]=[CH:6][C:5]2[C:10](=[CH:11][CH:12]=[C:3]([C:2]([C:17]3[N:18]=[CH:19][N:20]([S:22]([C:25]4[CH:30]=[CH:29][CH:28]=[CH:27][CH:26]=4)(=[O:24])=[O:23])[CH:21]=3)=[O:1])[CH:4]=2)[CH:9]=1)=[O:14], predict the reactants needed to synthesize it. The reactants are: [OH:1][CH:2]([C:17]1[N:18]=[CH:19][N:20]([S:22]([C:25]2[CH:30]=[CH:29][CH:28]=[CH:27][CH:26]=2)(=[O:24])=[O:23])[CH:21]=1)[C:3]1[CH:4]=[C:5]2[C:10](=[CH:11][CH:12]=1)[CH:9]=[C:8]([C:13]([NH:15][CH3:16])=[O:14])[CH:7]=[CH:6]2.CN(C)C(=O)C.C(OC(C)C)(C)C. (10) Given the product [N:37]([CH2:33][C:22]1[N:21]=[C:20]([N:17]2[CH2:18][CH2:19][CH:14]([C:12](=[O:13])[NH:11][S:8]([CH2:1][C:2]3[CH:7]=[CH:6][CH:5]=[CH:4][CH:3]=3)(=[O:10])=[O:9])[CH2:15][CH2:16]2)[C:30]([C:31]#[N:32])=[CH:29][C:23]=1[C:24]([O:26][CH2:27][CH3:28])=[O:25])=[N+:38]=[N-:39], predict the reactants needed to synthesize it. The reactants are: [CH2:1]([S:8]([NH:11][C:12]([CH:14]1[CH2:19][CH2:18][N:17]([C:20]2[C:30]([C:31]#[N:32])=[CH:29][C:23]([C:24]([O:26][CH2:27][CH3:28])=[O:25])=[C:22]([CH2:33]Cl)[N:21]=2)[CH2:16][CH2:15]1)=[O:13])(=[O:10])=[O:9])[C:2]1[CH:7]=[CH:6][CH:5]=[CH:4][CH:3]=1.[I-].[Na+].[N-:37]=[N+:38]=[N-:39].[Na+].